Dataset: Catalyst prediction with 721,799 reactions and 888 catalyst types from USPTO. Task: Predict which catalyst facilitates the given reaction. (1) Reactant: [Cl:1][C:2]1[CH:3]=[C:4]([C:9]23[CH2:14][CH:13]2[C:12](=[O:15])[O:11][C:10]3=[O:16])[CH:5]=[CH:6][C:7]=1[Cl:8].[CH2:17]([NH2:20])[CH2:18][CH3:19].C(OCC)(=O)C. Product: [CH2:17]([NH:20][C:10]([C:9]1([C:4]2[CH:5]=[CH:6][C:7]([Cl:8])=[C:2]([Cl:1])[CH:3]=2)[CH2:14][CH:13]1[C:12]([OH:11])=[O:15])=[O:16])[CH2:18][CH3:19]. The catalyst class is: 1. (2) Reactant: P([O-])([O-])([O-])=O.[K+].[K+].[K+].[O:9]1[CH2:14][CH2:13][N:12]([C:15]2[CH:20]=[CH:19][C:18](B(O)O)=[CH:17][CH:16]=2)[CH2:11][CH2:10]1.Cl[C:25]1[CH:30]=[CH:29][N:28]=[C:27]([CH:31]([CH3:48])[C:32]([NH:34][C:35]2[CH:40]=[CH:39][C:38]([C:41]3[CH:46]=[CH:45][N:44]=[C:43]([CH3:47])[CH:42]=3)=[CH:37][CH:36]=2)=[O:33])[CH:26]=1. Product: [CH3:47][C:43]1[CH:42]=[C:41]([C:38]2[CH:37]=[CH:36][C:35]([NH:34][C:32](=[O:33])[CH:31]([C:27]3[CH:26]=[C:25]([C:18]4[CH:19]=[CH:20][C:15]([N:12]5[CH2:13][CH2:14][O:9][CH2:10][CH2:11]5)=[CH:16][CH:17]=4)[CH:30]=[CH:29][N:28]=3)[CH3:48])=[CH:40][CH:39]=2)[CH:46]=[CH:45][N:44]=1. The catalyst class is: 38. (3) Reactant: [CH2:1]([N:8]1[CH2:13][CH2:12][C@@H:11]([CH3:14])[C@@H:10]([NH:15][C:16]2[C:17]3[CH:28]=[CH:27][N:26]([CH2:29][O:30][CH2:31][CH2:32][Si:33]([CH3:36])([CH3:35])[CH3:34])[C:18]=3[N:19]=[CH:20][C:21]=2[CH:22]=[CH:23]OC)[CH2:9]1)[C:2]1[CH:7]=[CH:6][CH:5]=[CH:4][CH:3]=1.CO.C(Cl)(=O)C.C(=O)([O-])O.[Na+]. Product: [CH2:1]([N:8]1[CH2:13][CH2:12][C@@H:11]([CH3:14])[C@@H:10]([N:15]2[C:16]3=[C:17]4[CH:28]=[CH:27][N:26]([CH2:29][O:30][CH2:31][CH2:32][Si:33]([CH3:36])([CH3:35])[CH3:34])[C:18]4=[N:19][CH:20]=[C:21]3[CH:22]=[CH:23]2)[CH2:9]1)[C:2]1[CH:3]=[CH:4][CH:5]=[CH:6][CH:7]=1. The catalyst class is: 6. (4) Reactant: Br[C:2]1[CH:3]=[N:4][CH:5]=[C:6]([Br:8])[CH:7]=1.[C:9]1([CH:15]([C:17]([OH:19])=[O:18])[NH2:16])[CH:14]=[CH:13][CH:12]=[CH:11][CH:10]=1.N1CCC[C@H]1C(O)=O.C([O-])([O-])=O.[K+].[K+]. Product: [Br:8][C:6]1[CH:7]=[C:2]([NH:16][CH:15]([C:9]2[CH:14]=[CH:13][CH:12]=[CH:11][CH:10]=2)[C:17]([OH:19])=[O:18])[CH:3]=[N:4][CH:5]=1. The catalyst class is: 156. (5) Reactant: [CH2:1]([O:8][CH2:9][C:10]([OH:12])=[O:11])[C:2]1[CH:7]=[CH:6][CH:5]=[CH:4][CH:3]=1.C(=O)([O-])[O-].[K+].[K+].Br[CH2:20][C:21](=[O:26])[C:22]([CH3:25])([CH3:24])[CH3:23].Cl. The catalyst class is: 9. Product: [CH3:23][C:22]([CH3:25])([CH3:24])[C:21](=[O:26])[CH2:20][O:11][C:10](=[O:12])[CH2:9][O:8][CH2:1][C:2]1[CH:7]=[CH:6][CH:5]=[CH:4][CH:3]=1. (6) Reactant: [CH3:1][N:2]1[CH2:7][CH2:6][CH:5]([O:8][C:9]2[CH:10]=[C:11]([NH2:15])[CH:12]=[CH:13][CH:14]=2)[CH2:4][CH2:3]1.N1C=CC=CC=1.[Cl:22][C:23]1[CH:31]=[CH:30][CH:29]=[CH:28][C:24]=1[C:25](Cl)=[O:26]. Product: [ClH:22].[Cl:22][C:23]1[CH:31]=[CH:30][CH:29]=[CH:28][C:24]=1[C:25]([NH:15][C:11]1[CH:12]=[CH:13][CH:14]=[C:9]([O:8][CH:5]2[CH2:4][CH2:3][N:2]([CH3:1])[CH2:7][CH2:6]2)[CH:10]=1)=[O:26]. The catalyst class is: 4.